From a dataset of Full USPTO retrosynthesis dataset with 1.9M reactions from patents (1976-2016). Predict the reactants needed to synthesize the given product. (1) Given the product [OH:7][CH:1]1[CH:6]([O:27][C:21]2[CH:26]=[CH:25][CH:24]=[CH:23][CH:22]=2)[CH2:5][CH2:4][N:3]([C:8]([O:10][C:11]([CH3:14])([CH3:13])[CH3:12])=[O:9])[CH2:2]1, predict the reactants needed to synthesize it. The reactants are: [CH:1]12[O:7][CH:6]1[CH2:5][CH2:4][N:3]([C:8]([O:10][C:11]([CH3:14])([CH3:13])[CH3:12])=[O:9])[CH2:2]2.C([O-])([O-])=O.[K+].[K+].[C:21]1([OH:27])[CH:26]=[CH:25][CH:24]=[CH:23][CH:22]=1. (2) Given the product [CH3:2][O:3][C:4]1[CH:5]=[C:6]([C:12]2[C:13]([CH3:25])([CH3:24])[C:14](=[O:23])[N:15]([CH:17]3[CH2:22][CH2:21][N:20]([C:30]([C:29]4[CH:33]=[CH:34][CH:35]=[C:27]([CH3:26])[CH:28]=4)=[O:31])[CH2:19][CH2:18]3)[N:16]=2)[CH:7]=[CH:8][C:9]=1[O:10][CH3:11], predict the reactants needed to synthesize it. The reactants are: Cl.[CH3:2][O:3][C:4]1[CH:5]=[C:6]([C:12]2[C:13]([CH3:25])([CH3:24])[C:14](=[O:23])[N:15]([CH:17]3[CH2:22][CH2:21][NH:20][CH2:19][CH2:18]3)[N:16]=2)[CH:7]=[CH:8][C:9]=1[O:10][CH3:11].[CH3:26][C:27]1[CH:28]=[C:29]([CH:33]=[CH:34][CH:35]=1)[C:30](O)=[O:31].